Predict the reaction yield, written as a fraction of the theoretical maximum amount of product (1.0 means a 100% yield; for example, 0.34 means a 34% yield). From a dataset of Reaction yield outcomes from USPTO patents with 853,638 reactions. (1) The reactants are [C:1]([O-:4])(=[S:3])[CH3:2].[K+].[OH:6][C@@H:7]1[C@H:11]([CH2:12]OS(C)(=O)=O)[CH2:10][N:9]([C:18]([O:20][C:21]([CH3:24])([CH3:23])[CH3:22])=[O:19])[CH2:8]1.O. The catalyst is CN(C=O)C. The product is [C:1]([S:3][CH2:12][C@@H:11]1[C@@H:7]([OH:6])[CH2:8][N:9]([C:18]([O:20][C:21]([CH3:22])([CH3:24])[CH3:23])=[O:19])[CH2:10]1)(=[O:4])[CH3:2]. The yield is 0.830. (2) The reactants are C([N:8]1[CH2:13][CH2:12][CH:11]([O:14][CH:15]([C:23]2[CH:28]=[CH:27][C:26]([Cl:29])=[CH:25][CH:24]=2)[C:16]2[CH:21]=[CH:20][CH:19]=[CH:18][C:17]=2[Cl:22])[CH2:10][CH2:9]1)C1C=CC=CC=1.ClC(OC(Cl)C)=O. The product is [Cl:22][C:17]1[CH:18]=[CH:19][CH:20]=[CH:21][C:16]=1[CH:15]([O:14][CH:11]1[CH2:12][CH2:13][NH:8][CH2:9][CH2:10]1)[C:23]1[CH:24]=[CH:25][C:26]([Cl:29])=[CH:27][CH:28]=1. The yield is 0.650. The catalyst is ClCCl. (3) The reactants are [NH2:1][C:2]1[CH:3]=[C:4]([CH:15]=[CH:16][CH:17]=1)[CH2:5][NH:6][C:7]1[C:12]([Cl:13])=[CH:11][N:10]=[C:9]([Cl:14])[N:8]=1.Cl.C(N(CC)CC)C.[N+:26]([C:29]1[CH:30]=[C:31]([CH:35]=[CH:36][CH:37]=1)[C:32](Cl)=[O:33])([O-:28])=[O:27]. The catalyst is C1COCC1. The product is [Cl:14][C:9]1[N:8]=[C:7]([NH:6][CH2:5][C:4]2[CH:3]=[C:2]([NH:1][C:32](=[O:33])[C:31]3[CH:35]=[CH:36][CH:37]=[C:29]([N+:26]([O-:28])=[O:27])[CH:30]=3)[CH:17]=[CH:16][CH:15]=2)[C:12]([Cl:13])=[CH:11][N:10]=1. The yield is 0.700. (4) The reactants are [CH2:1]([O:3][C:4](=[O:9])[C:5](Br)([CH3:7])[CH3:6])[CH3:2].C(=O)([O-])[O-].[K+].[K+].[C@H:16]12[CH2:22][C@H:19]([NH:20][CH2:21]1)[CH2:18][N:17]2[CH2:23][C:24]1[N:25]([CH3:50])[C:26]2[C:31]([N:32]=1)=[C:30]([N:33]1[CH2:38][CH2:37][O:36][CH2:35][CH2:34]1)[N:29]=[C:28]([N:39]1[C:43]3[CH:44]=[CH:45][CH:46]=[CH:47][C:42]=3[N:41]=[C:40]1[CH2:48][CH3:49])[N:27]=2. The catalyst is C(#N)C. The product is [CH2:48]([C:40]1[N:39]([C:28]2[N:27]=[C:26]3[C:31]([N:32]=[C:24]([CH2:23][N:17]4[CH2:18][C@@H:19]5[CH2:22][C@H:16]4[CH2:21][N:20]5[C:5]([CH3:7])([CH3:6])[C:4]([O:3][CH2:1][CH3:2])=[O:9])[N:25]3[CH3:50])=[C:30]([N:33]3[CH2:34][CH2:35][O:36][CH2:37][CH2:38]3)[N:29]=2)[C:43]2[CH:44]=[CH:45][CH:46]=[CH:47][C:42]=2[N:41]=1)[CH3:49]. The yield is 0.580. (5) The reactants are [Br:1][C:2]1[C:3]([NH:9][CH2:10][CH3:11])=[C:4]([NH2:8])[CH:5]=[N:6][CH:7]=1.[C:12]([CH2:14][C:15](OCC)=O)#[N:13]. No catalyst specified. The product is [Br:1][C:2]1[C:3]2[N:9]([CH2:10][CH3:11])[C:15]([CH2:14][C:12]#[N:13])=[N:8][C:4]=2[CH:5]=[N:6][CH:7]=1. The yield is 0.590. (6) The reactants are [CH2:1]([N:3]([CH2:13][CH3:14])[C:4](=[O:12])[C:5]1[CH:10]=[CH:9][CH:8]=[C:7]([CH3:11])[CH:6]=1)[CH3:2].[CH3:15][Si:16](Cl)([CH3:18])[CH3:17]. No catalyst specified. The product is [CH2:13]([N:3]([CH2:1][CH3:2])[C:4](=[O:12])[C:5]1[CH:6]=[C:7]([CH3:11])[CH:8]=[CH:9][C:10]=1[Si:16]([CH3:18])([CH3:17])[CH3:15])[CH3:14]. The yield is 0.460.